The task is: Predict the product of the given reaction.. This data is from Forward reaction prediction with 1.9M reactions from USPTO patents (1976-2016). Given the reactants [Si:1]([O:8][C@H:9]([C:26]1[CH:31]=[CH:30][C:29]([O:32]CC2C=CC=CC=2)=[C:28]([CH2:40][OH:41])[CH:27]=1)[CH2:10][NH:11][C@H:12]([CH3:25])[CH2:13][C:14]1[CH:15]=[C:16]([CH2:20][C:21]([O:23][CH3:24])=[O:22])[CH:17]=[CH:18][CH:19]=1)([C:4]([CH3:7])([CH3:6])[CH3:5])([CH3:3])[CH3:2], predict the reaction product. The product is: [NH3:11].[Si:1]([O:8][C@H:9]([C:26]1[CH:31]=[CH:30][C:29]([OH:32])=[C:28]([CH2:40][OH:41])[CH:27]=1)[CH2:10][NH:11][C@H:12]([CH3:25])[CH2:13][C:14]1[CH:15]=[C:16]([CH2:20][C:21]([O:23][CH3:24])=[O:22])[CH:17]=[CH:18][CH:19]=1)([C:4]([CH3:7])([CH3:5])[CH3:6])([CH3:3])[CH3:2].